Predict the reactants needed to synthesize the given product. From a dataset of Full USPTO retrosynthesis dataset with 1.9M reactions from patents (1976-2016). Given the product [O:27]=[C:26]1[C:25]2[C:20](=[CH:21][CH:22]=[CH:23][CH:24]=2)[C:19](=[O:28])[N:18]1[CH:15]1[CH2:16][CH2:17][CH:12]([O:10][C:8]2[CH:7]=[CH:6][C:3]([C:4]#[N:5])=[C:2]([F:1])[CH:9]=2)[CH2:13][CH2:14]1, predict the reactants needed to synthesize it. The reactants are: [F:1][C:2]1[CH:9]=[C:8]([OH:10])[CH:7]=[CH:6][C:3]=1[C:4]#[N:5].O[C@@H:12]1[CH2:17][CH2:16][C@H:15]([N:18]2[C:26](=[O:27])[C:25]3[C:20](=[CH:21][CH:22]=[CH:23][CH:24]=3)[C:19]2=[O:28])[CH2:14][CH2:13]1.C1(P(C2C=CC=CC=2)C2C=CC=CC=2)C=CC=CC=1.N(C(OC(C)C)=O)=NC(OC(C)C)=O.[Cl-].[Na+].C(=O)([O-])O.[Na+].